Dataset: Full USPTO retrosynthesis dataset with 1.9M reactions from patents (1976-2016). Task: Predict the reactants needed to synthesize the given product. (1) The reactants are: [CH2:1]([N:3]([CH2:6][CH3:7])[CH2:4][CH3:5])[CH3:2].[CH2:8](Br)[C:9]1C=C[CH:12]=[CH:11][CH:10]=1.C[CH2:17][O:18][C:19](C)=[O:20]. Given the product [CH2:1]([N:3]1[CH2:6][CH2:7][CH2:5][C@H:4]1[C:19]([O:18][CH3:17])=[O:20])[C:2]1[CH:12]=[CH:11][CH:10]=[CH:9][CH:8]=1, predict the reactants needed to synthesize it. (2) Given the product [C:24]([C:14]1[O:15][C:16]2[C:21]([F:22])=[CH:20][C:19]([F:23])=[CH:18][C:17]=2[C:13]=1[NH:12][C:6]([C:5]1[O:1][C:2]([C:9]([OH:10])=[O:37])=[CH:3][CH:4]=1)=[O:7])(=[O:25])[NH2:26], predict the reactants needed to synthesize it. The reactants are: [O:1]1[C:5]([C:6](Cl)=[O:7])=[CH:4][CH:3]=[C:2]1[C:9](Cl)=[O:10].[NH2:12][C:13]1[C:17]2[CH:18]=[C:19]([F:23])[CH:20]=[C:21]([F:22])[C:16]=2[O:15][C:14]=1[C:24]([NH2:26])=[O:25].CN(C)C1C=CC=CC=1.C(=O)([O-])[O-:37].[Na+].[Na+]. (3) The reactants are: Br[C:2]1[CH:3]=[C:4]2[C:9](=[CH:10][CH:11]=1)[N:8]=[CH:7][N:6]=[C:5]2[C:12]1[CH:13]=[C:14]([CH:17]=[CH:18][CH:19]=1)[C:15]#[N:16].B1(B2OC(C)(C)C(C)(C)O2)OC(C)(C)C(C)(C)O1.CC([O-])=O.[K+].C([O-])([O-])=O.[K+].[K+].Br[C:50]1[CH:51]=[C:52]([S:56]([NH2:59])(=[O:58])=[O:57])[CH:53]=[N:54][CH:55]=1. Given the product [C:15]([C:14]1[CH:13]=[C:12]([C:5]2[C:4]3[C:9](=[CH:10][CH:11]=[C:2]([C:50]4[CH:51]=[C:52]([S:56]([NH2:59])(=[O:58])=[O:57])[CH:53]=[N:54][CH:55]=4)[CH:3]=3)[N:8]=[CH:7][N:6]=2)[CH:19]=[CH:18][CH:17]=1)#[N:16], predict the reactants needed to synthesize it. (4) Given the product [C:14]([NH:13][C:11]([C:10]1[C:4]2[C:5](=[N:6][CH:7]=[C:2]([NH:32][C:30]3[NH:29][N:28]=[C:27]([CH3:26])[CH:31]=3)[N:3]=2)[N:8]([CH2:18][O:19][CH2:20][CH2:21][Si:22]([CH3:25])([CH3:24])[CH3:23])[CH:9]=1)=[O:12])([CH3:17])([CH3:16])[CH3:15], predict the reactants needed to synthesize it. The reactants are: Br[C:2]1[N:3]=[C:4]2[C:10]([C:11]([NH:13][C:14]([CH3:17])([CH3:16])[CH3:15])=[O:12])=[CH:9][N:8]([CH2:18][O:19][CH2:20][CH2:21][Si:22]([CH3:25])([CH3:24])[CH3:23])[C:5]2=[N:6][CH:7]=1.[CH3:26][C:27]1[CH:31]=[C:30]([NH2:32])[NH:29][N:28]=1.C1C=CC(P(C2C(C3C(P(C4C=CC=CC=4)C4C=CC=CC=4)=CC=C4C=3C=CC=C4)=C3C(C=CC=C3)=CC=2)C2C=CC=CC=2)=CC=1.CC(C)([O-])C.[Na+]. (5) Given the product [N:1]1[N:5]2[CH:6]=[C:7]([C:10]([Cl:14])=[O:12])[CH:8]=[N:9][C:4]2=[CH:3][CH:2]=1, predict the reactants needed to synthesize it. The reactants are: [N:1]1[N:5]2[CH:6]=[C:7]([C:10]([OH:12])=O)[CH:8]=[N:9][C:4]2=[CH:3][CH:2]=1.C(Cl)[Cl:14]. (6) Given the product [CH:4]([C:3]1[CH:6]=[CH:7][C:8]([C:10]([F:13])([F:12])[F:11])=[CH:9][C:2]=1[N:14]1[CH2:18][CH2:17][C@@H:16]([NH:19][C:20](=[O:26])[O:21][C:22]([CH3:24])([CH3:23])[CH3:25])[CH2:15]1)=[O:5], predict the reactants needed to synthesize it. The reactants are: F[C:2]1[CH:9]=[C:8]([C:10]([F:13])([F:12])[F:11])[CH:7]=[CH:6][C:3]=1[CH:4]=[O:5].[NH:14]1[CH2:18][CH2:17][C@@H:16]([NH:19][C:20](=[O:26])[O:21][C:22]([CH3:25])([CH3:24])[CH3:23])[CH2:15]1.C([O-])([O-])=O.[K+].[K+].CS(C)=O.